This data is from Reaction yield outcomes from USPTO patents with 853,638 reactions. The task is: Predict the reaction yield, written as a fraction of the theoretical maximum amount of product (1.0 means a 100% yield; for example, 0.34 means a 34% yield). (1) The reactants are C[O:2][C:3](=[O:24])[C:4]1[CH:9]=[CH:8][C:7]([NH:10][CH2:11][C:12]2[C:13]([C:18]3[CH:23]=[CH:22][CH:21]=[CH:20][CH:19]=3)=[N:14][O:15][C:16]=2[CH3:17])=[N:6][CH:5]=1.[OH-].[Na+]. The catalyst is C(O)C. The product is [CH3:17][C:16]1[O:15][N:14]=[C:13]([C:18]2[CH:19]=[CH:20][CH:21]=[CH:22][CH:23]=2)[C:12]=1[CH2:11][NH:10][C:7]1[CH:8]=[CH:9][C:4]([C:3]([OH:24])=[O:2])=[CH:5][N:6]=1. The yield is 0.910. (2) The reactants are CC(C)([O-])C.[K+].C1(C)C(S([CH2:16][N+:17]#[C-])(=O)=O)=CC=CC=1.[CH2:20]([O:27][C:28]1[CH:29]=[CH:30][C:31]([O:36][CH3:37])=[C:32]([CH:35]=1)[CH:33]=O)[C:21]1[CH:26]=[CH:25][CH:24]=[CH:23][CH:22]=1.[Cl-].[NH4+]. The catalyst is COCCOC.CO. The product is [CH2:20]([O:27][C:28]1[CH:29]=[CH:30][C:31]([O:36][CH3:37])=[C:32]([CH2:33][C:16]#[N:17])[CH:35]=1)[C:21]1[CH:26]=[CH:25][CH:24]=[CH:23][CH:22]=1. The yield is 0.890. (3) The reactants are C(N(CC)CC)C.[CH3:8][C@:9]12[C:15]([CH3:17])([CH3:16])[C@H:12]([CH2:13][CH2:14]1)[CH:11]([C:18](Cl)=[O:19])[C:10]2=O.C(OC([N:29]([C:32]1[C:37]([F:38])=[CH:36][CH:35]=[CH:34][C:33]=1[F:39])[NH:30][CH3:31])=O)(C)(C)C.Cl.O1CCOCC1. The catalyst is ClCCCl.ClCCl. The product is [F:38][C:37]1[CH:36]=[CH:35][CH:34]=[C:33]([F:39])[C:32]=1[N:29]1[C:18](=[O:19])[C:11]2[C@@H:12]3[C:15]([CH3:17])([CH3:16])[C@@:9]([CH3:8])([CH2:14][CH2:13]3)[C:10]=2[N:30]1[CH3:31]. The yield is 0.470. (4) The reactants are [C:1]12([CH2:11][C:12](O)=[O:13])[CH2:10][CH:5]3[CH2:6][CH:7]([CH2:9][CH:3]([CH2:4]3)[CH2:2]1)[CH2:8]2.C(N(C(C)C)CC)(C)C.CN(C(ON1N=NC2C=CC=CC1=2)=[N+](C)C)C.[B-](F)(F)(F)F.C1C=CC2N(O)N=NC=2C=1.O[NH:57][C:58](=[NH:67])[CH2:59][C:60]1[CH:65]=[CH:64][C:63]([CH3:66])=[CH:62][CH:61]=1. The catalyst is CN(C=O)C. The product is [C:1]12([CH2:11][C:12]3[O:13][N:67]=[C:58]([CH2:59][C:60]4[CH:65]=[CH:64][C:63]([CH3:66])=[CH:62][CH:61]=4)[N:57]=3)[CH2:2][CH:3]3[CH2:9][CH:7]([CH2:6][CH:5]([CH2:4]3)[CH2:10]1)[CH2:8]2. The yield is 0.190. (5) The reactants are [O:1]1[C:6]2[CH:7]=[CH:8][C:9]([C:11]3[N:12]([CH3:23])[C:13](=[O:22])[S:14][C:15]=3[CH:16]([OH:21])[C:17]([O:19][CH3:20])=[O:18])=[CH:10][C:5]=2[CH:4]=[CH:3][CH2:2]1. The catalyst is ClCCl.C(Br)(C)(C)C.[Ag]=O. The product is [O:1]1[C:6]2[CH:7]=[CH:8][C:9]([C:11]3[N:12]([CH3:23])[C:13](=[O:22])[S:14][C:15]=3[CH:16]([O:21][C:5]([CH3:10])([CH3:6])[CH3:4])[C:17]([O:19][CH3:20])=[O:18])=[CH:10][C:5]=2[CH:4]=[CH:3][CH2:2]1. The yield is 0.290. (6) The reactants are [N:1]([C@@H:4]1[CH2:8][N:7]([C:9]2[N:13]3[C:14]4[CH:20]=[CH:19][NH:18][C:15]=4[N:16]=[CH:17][C:12]3=[CH:11][N:10]=2)[C@H:6]([CH2:21][CH3:22])[CH2:5]1)=[N+]=[N-].[F:23][C:24]([F:32])([F:31])[CH2:25][CH2:26][S:27](Cl)(=[O:29])=[O:28]. The catalyst is CCO.[OH-].[OH-].[Pd+2]. The product is [CH2:21]([C@H:6]1[N:7]([C:9]2[N:13]3[C:14]4[CH:20]=[CH:19][NH:18][C:15]=4[N:16]=[CH:17][C:12]3=[CH:11][N:10]=2)[CH2:8][C@@H:4]([NH:1][S:27]([CH2:26][CH2:25][C:24]([F:32])([F:31])[F:23])(=[O:29])=[O:28])[CH2:5]1)[CH3:22]. The yield is 0.160.